This data is from Reaction yield outcomes from USPTO patents with 853,638 reactions. The task is: Predict the reaction yield, written as a fraction of the theoretical maximum amount of product (1.0 means a 100% yield; for example, 0.34 means a 34% yield). (1) The reactants are Br[C:2]1[CH:11]=[C:10]2[C:5]([C:6](=[O:12])[CH2:7][CH2:8][O:9]2)=[CH:4][CH:3]=1.C(N(CC)CC)C.[CH:20]1([C:23]#[CH:24])[CH2:22][CH2:21]1.O. The catalyst is CN(C=O)C.[Cu]I. The product is [CH:20]1([C:23]#[C:24][C:2]2[CH:3]=[CH:4][C:5]3[C:6](=[O:12])[CH2:7][CH2:8][O:9][C:10]=3[CH:11]=2)[CH2:22][CH2:21]1. The yield is 0.880. (2) The catalyst is CN1CCCC1=O.C(Cl)Cl. The product is [Cl:1][C:2]1[C:3]2[N:4]([C:10]([C:20]3[CH:25]=[CH:24][N:23]=[C:22]([S:26][CH3:27])[N:21]=3)=[C:11]([C:13]3[CH:14]=[CH:15][C:16]([F:19])=[CH:17][CH:18]=3)[N:8]=2)[CH:5]=[CH:6][N:7]=1. The reactants are [Cl:1][C:2]1[C:3]([NH2:8])=[N:4][CH:5]=[CH:6][N:7]=1.Br[CH:10]([C:20]1[CH:25]=[CH:24][N:23]=[C:22]([S:26][CH3:27])[N:21]=1)[C:11]([C:13]1[CH:18]=[CH:17][C:16]([F:19])=[CH:15][CH:14]=1)=O. The yield is 0.0500. (3) The reactants are [Br:1][C:2]1[CH:7]=[CH:6][C:5]([S:8](Cl)(=[O:10])=[O:9])=[CH:4][CH:3]=1.[CH2:12]([CH2:14][NH2:15])[OH:13]. No catalyst specified. The product is [Br:1][C:2]1[CH:7]=[CH:6][C:5]([S:8]([NH:15][CH2:14][CH2:12][OH:13])(=[O:10])=[O:9])=[CH:4][CH:3]=1. The yield is 0.980.